The task is: Predict the reactants needed to synthesize the given product.. This data is from Full USPTO retrosynthesis dataset with 1.9M reactions from patents (1976-2016). (1) Given the product [Cl:22][C:16]1[C:17]([Cl:21])=[CH:18][CH:19]=[CH:20][C:15]=1[C:14]1[C:10]([C:8]([OH:9])=[O:7])=[C:11]([N:23]2[C:24](=[O:33])[C:25]3[C:30](=[CH:29][CH:28]=[CH:27][CH:26]=3)[C:31]2=[O:32])[S:12][CH:13]=1, predict the reactants needed to synthesize it. The reactants are: [OH-].[Na+].CO.C([O:7][C:8]([C:10]1[C:14]([C:15]2[CH:20]=[CH:19][CH:18]=[C:17]([Cl:21])[C:16]=2[Cl:22])=[CH:13][S:12][C:11]=1[N:23]1[C:31](=[O:32])[C:30]2[C:25](=[CH:26][CH:27]=[CH:28][CH:29]=2)[C:24]1=[O:33])=[O:9])C.Cl. (2) Given the product [ClH:41].[NH2:32][C@@H:29]([CH2:30][CH3:31])[C:28]([N:25]1[CH2:24][CH2:23][CH:22]([N:13]2[N:12]=[C:11]([C:5]3[CH:6]=[CH:7][C:8]([O:9][CH3:10])=[C:3]([O:2][CH3:1])[CH:4]=3)[C@@H:20]3[C@@H:15]([CH2:16][CH2:17][CH2:18][CH2:19]3)[C:14]2=[O:21])[CH2:27][CH2:26]1)=[O:40], predict the reactants needed to synthesize it. The reactants are: [CH3:1][O:2][C:3]1[CH:4]=[C:5]([C:11]2[C@@H:20]3[C@@H:15]([CH2:16][CH2:17][CH2:18][CH2:19]3)[C:14](=[O:21])[N:13]([CH:22]3[CH2:27][CH2:26][N:25]([C:28](=[O:40])[C@@H:29]([NH:32]C(=O)OC(C)(C)C)[CH2:30][CH3:31])[CH2:24][CH2:23]3)[N:12]=2)[CH:6]=[CH:7][C:8]=1[O:9][CH3:10].[ClH:41]. (3) Given the product [N:30]1([C:33](=[O:55])[CH:34]=[CH:35][C:36]2[C:44]3[N:43]([C:45]4[CH:50]=[CH:49][CH:48]=[CH:47][CH:46]=4)[CH:42]=[N:41][C:40]=3[CH:39]=[C:38]([C:51]([F:52])([F:54])[F:53])[CH:37]=2)[CH2:29][CH:28]=[CH:32][CH2:31]1, predict the reactants needed to synthesize it. The reactants are: COC(=O)C=CC1C2N(C3C=CC=CC=3)C=NC=2C=C(C(F)(F)F)C=1.CN1[CH2:32][CH2:31][N:30]([C:33](=[O:55])[CH:34]=[CH:35][C:36]2[C:44]3[N:43]([C:45]4[CH:50]=[CH:49][CH:48]=[CH:47][CH:46]=4)[CH:42]=[N:41][C:40]=3[CH:39]=[C:38]([C:51]([F:54])([F:53])[F:52])[CH:37]=2)[CH2:29][CH2:28]1. (4) The reactants are: [CH3:1][O:2][C:3]1[CH:8]=[CH:7][CH:6]=[CH:5][C:4]=1[N:9]([CH2:20][C:21]([OH:23])=O)[S:10]([C:13]1[C:14]([CH3:19])=[CH:15][CH:16]=[CH:17][CH:18]=1)(=[O:12])=[O:11].[CH2:24]([NH:26][CH2:27][C:28]1[CH:33]=[CH:32][CH:31]=[CH:30][N:29]=1)[CH3:25]. Given the product [CH2:24]([N:26]([CH2:27][C:28]1[CH:33]=[CH:32][CH:31]=[CH:30][N:29]=1)[C:21](=[O:23])[CH2:20][N:9]([C:4]1[CH:5]=[CH:6][CH:7]=[CH:8][C:3]=1[O:2][CH3:1])[S:10]([C:13]1[C:14]([CH3:19])=[CH:15][CH:16]=[CH:17][CH:18]=1)(=[O:11])=[O:12])[CH3:25], predict the reactants needed to synthesize it. (5) The reactants are: C(O)(C(F)(F)F)=O.O.[O:9]=[C:10]1[CH:14]=[CH:13][C:12](=[O:15])[N:11]1[CH2:16][CH2:17][C:18](=[O:114])[NH:19][CH2:20][CH2:21][O:22][CH2:23][CH2:24][O:25][CH2:26][CH2:27][O:28][CH2:29][CH2:30][O:31][CH2:32][CH2:33][C:34](=[O:113])[NH:35][CH2:36][C:37]#[C:38][C:39]1[CH:40]=[C:41]([CH2:79][O:80][C:81]2[C:110]([O:111][CH3:112])=[CH:109][C:84]3[C:85](=[O:108])[N:86]4[CH2:106][C:105](=[CH2:107])[CH2:104][C@H:87]4[C@H:88](OC4CCCCO4)[N:89](C(OC(C)(C)C)=O)[C:83]=3[CH:82]=2)[CH:42]=[C:43]([CH2:45][O:46][C:47]2[C:76]([O:77][CH3:78])=[CH:75][C:50]3[C:51](=[O:74])[N:52]4[CH2:72][C:71](=[CH2:73])[CH2:70][C@H:53]4[C@H:54](OC4CCCCO4)[N:55](C(OC(C)(C)C)=O)[C:49]=3[CH:48]=2)[CH:44]=1. Given the product [CH3:78][O:77][C:76]1[C:47]([O:46][CH2:45][C:43]2[CH:44]=[C:39]([C:38]#[C:37][CH2:36][NH:35][C:34](=[O:113])[CH2:33][CH2:32][O:31][CH2:30][CH2:29][O:28][CH2:27][CH2:26][O:25][CH2:24][CH2:23][O:22][CH2:21][CH2:20][NH:19][C:18](=[O:114])[CH2:17][CH2:16][N:11]3[C:12](=[O:15])[CH:13]=[CH:14][C:10]3=[O:9])[CH:40]=[C:41]([CH2:79][O:80][C:81]3[C:110]([O:111][CH3:112])=[CH:109][C:84]4[C:85](=[O:108])[N:86]5[CH2:106][C:105](=[CH2:107])[CH2:104][C@H:87]5[CH:88]=[N:89][C:83]=4[CH:82]=3)[CH:42]=2)=[CH:48][C:49]2[N:55]=[CH:54][C@@H:53]3[CH2:70][C:71](=[CH2:73])[CH2:72][N:52]3[C:51](=[O:74])[C:50]=2[CH:75]=1, predict the reactants needed to synthesize it. (6) Given the product [C:13]1([C:26]2[CH:27]=[CH:28][CH:29]=[CH:30][CH:31]=2)[CH:18]=[CH:17][C:16]([O:19][CH2:20][C:21]([OH:23])=[O:22])=[CH:15][CH:14]=1, predict the reactants needed to synthesize it. The reactants are: C1(C)C=CC(OCC(O)=O)=CC=1.[C:13]1([C:26]2[CH:31]=[CH:30][CH:29]=[CH:28][CH:27]=2)[CH:18]=[CH:17][C:16]([O:19][CH2:20][C:21]([O:23]CC)=[O:22])=[CH:15][CH:14]=1.[OH-].[Na+]. (7) Given the product [NH2:11][C:8]1[CH:9]=[C:10]2[C:5](=[CH:6][C:7]=1[N+:15]([O-:17])=[O:16])[N:4]([CH:20]([CH3:22])[CH3:21])[C:3](=[O:18])[C:2]2([CH3:1])[CH3:19], predict the reactants needed to synthesize it. The reactants are: [CH3:1][C:2]1([CH3:19])[C:10]2[C:5](=[CH:6][C:7]([N+:15]([O-:17])=[O:16])=[C:8]([NH:11]C(=O)C)[CH:9]=2)[NH:4][C:3]1=[O:18].[CH:20](I)([CH3:22])[CH3:21].C([O-])([O-])=O.[K+].[K+].C(Cl)Cl.CO. (8) The reactants are: [OH:1][CH2:2][CH:3]1[CH2:5][C@@:4]1([C:8]1[C:17]2[C:12](=CC=CC=2)C=[CH:10][CH:9]=1)[C:6]#N.C(O)C.[OH-:21].[Na+].[ClH:23].Cl[CH2:25][Cl:26]. Given the product [Cl:23][C:10]1[CH:9]=[C:8]([C@:4]23[CH2:5][C@H:3]2[CH2:2][O:1][C:6]3=[O:21])[CH:17]=[CH:12][C:25]=1[Cl:26], predict the reactants needed to synthesize it. (9) The reactants are: [NH2:1][S:2]([C:5]1[CH:6]=[C:7]([N+:12]([O-])=O)[CH:8]=[CH:9][C:10]=1[CH3:11])(=[O:4])=[O:3]. Given the product [NH2:1][S:2]([C:5]1[CH:6]=[C:7]([CH:8]=[CH:9][C:10]=1[CH3:11])[NH2:12])(=[O:3])=[O:4], predict the reactants needed to synthesize it. (10) The reactants are: C(N1C=CN=C1)(N1C=CN=C1)=O.N12CCC(CC1)[C@@H](O)C2.[N:22]12[CH2:29][CH2:28][CH:25]([CH2:26][CH2:27]1)[C@@H:24]([O:30][C:31]([N:33]1[CH:37]=[CH:36]N=C1)=[O:32])[CH2:23]2.[CH:38]1[CH:43]=[CH:42][C:41](CCN)=[CH:40][CH:39]=1.C(N(CC)CC)C. Given the product [CH2:37]([NH:33][C:31](=[O:32])[O:30][C@@H:24]1[CH:25]2[CH2:26][CH2:27][N:22]([CH2:29][CH2:28]2)[CH2:23]1)[CH2:36][C:38]1[CH:43]=[CH:42][CH:41]=[CH:40][CH:39]=1, predict the reactants needed to synthesize it.